This data is from Forward reaction prediction with 1.9M reactions from USPTO patents (1976-2016). The task is: Predict the product of the given reaction. (1) Given the reactants [F:1][C:2]1[CH:7]=[CH:6][C:5]([C:8]2[C:9](C([O-])=O)=[CH:10][CH:11]=[CH:12][CH:13]=2)=[CH:4][CH:3]=1.[C:17]([OH:20])(=O)C.S(Cl)([Cl:23])=O, predict the reaction product. The product is: [F:1][C:2]1[CH:3]=[CH:4][C:5]([C:8]2[CH:13]=[CH:12][C:11]([C:17]([Cl:23])=[O:20])=[CH:10][CH:9]=2)=[CH:6][CH:7]=1. (2) Given the reactants Cl.[Br:2][C:3]1[CH:4]=[C:5]([C:8]([NH:32]S(C(C)(C)C)=O)([CH2:10][C:11]([CH2:13][O:14][Si](C(C)(C)C)(C2C=CC=CC=2)C2C=CC=CC=2)=[CH2:12])[CH3:9])[S:6][CH:7]=1, predict the reaction product. The product is: [NH2:32][C:8]([C:5]1[S:6][CH:7]=[C:3]([Br:2])[CH:4]=1)([CH3:9])[CH2:10][C:11](=[CH2:12])[CH2:13][OH:14]. (3) The product is: [O:1]=[C:2]1[N:6]([CH2:7][CH2:8][CH2:9][C:10]2[CH:19]=[CH:18][C:17]3[CH2:16][CH2:15][CH2:14][NH:13][C:12]=3[N:11]=2)[CH2:5][CH2:4][N:3]1[C@H:20]([C:29]1[CH:34]=[CH:33][CH:32]=[C:31]([C:35]([F:38])([F:37])[F:36])[CH:30]=1)[CH2:21][C:22]([OH:24])=[O:23]. Given the reactants [O:1]=[C:2]1[N:6]([CH2:7][CH2:8][CH2:9][C:10]2[CH:19]=[CH:18][C:17]3[CH2:16][CH2:15][CH2:14][NH:13][C:12]=3[N:11]=2)[CH2:5][CH2:4][N:3]1[C@H:20]([C:29]1[CH:34]=[CH:33][CH:32]=[C:31]([C:35]([F:38])([F:37])[F:36])[CH:30]=1)[CH2:21][C:22]([O:24]C(C)(C)C)=[O:23].C(O)(C(F)(F)F)=O, predict the reaction product. (4) Given the reactants N[C:2]1[C:3]([CH:12]([CH3:14])[CH3:13])=[C:4]([OH:11])[CH:5]=[C:6]([N+:8]([O-:10])=[O:9])[CH:7]=1.[C:15]([O-:18])([O-])=O.[K+].[K+].[C:21]([CH2:23]OS(C1C(C)=CC=CC=1)(=O)=O)#[N:22].O, predict the reaction product. The product is: [CH:12]([C:3]1[CH:2]=[C:7]([O:18][CH3:15])[C:6]([N+:8]([O-:10])=[O:9])=[CH:5][C:4]=1[O:11][CH2:23][C:21]#[N:22])([CH3:14])[CH3:13]. (5) Given the reactants Br[C:2]1CCON=1.[CH2:7]([N:9]([CH2:12][CH3:13])[CH2:10][CH3:11])[CH3:8].C(=O)[C:15]1[CH:20]=[CH:19]C=[CH:17][CH:16]=1.C(O[BH-](OC(=O)C)OC(=O)C)(=O)C.[Na+], predict the reaction product. The product is: [CH2:7]([N:9]1[CH2:12][CH2:13][CH2:2][CH2:11][CH2:10]1)[C:8]1[CH:19]=[CH:20][CH:15]=[CH:16][CH:17]=1. (6) Given the reactants [Cl:1][C:2]1[N:3]=[C:4](Cl)[C:5]2[CH:10]=[CH:9][NH:8][C:6]=2[N:7]=1.CCN(C(C)C)C(C)C.[NH2:21][C:22]1[CH:34]=[CH:33][C:25]2[O:26][C:27]([CH3:32])([CH3:31])[C:28](=[O:30])[NH:29][C:24]=2[CH:23]=1, predict the reaction product. The product is: [Cl:1][C:2]1[N:3]=[C:4]([NH:21][C:22]2[CH:34]=[CH:33][C:25]3[O:26][C:27]([CH3:31])([CH3:32])[C:28](=[O:30])[NH:29][C:24]=3[CH:23]=2)[C:5]2[CH:10]=[CH:9][NH:8][C:6]=2[N:7]=1. (7) Given the reactants [C:1]([C:5]1[CH:6]=[C:7]([NH:11][C:12](=[O:20])[C:13]2[CH:18]=[CH:17][CH:16]=[N:15][C:14]=2Cl)[CH:8]=[CH:9][CH:10]=1)([CH3:4])([CH3:3])[CH3:2].[F:21][C:22]1[CH:23]=[C:24](B(O)O)[CH:25]=[CH:26][CH:27]=1.C1(C)C=CC=CC=1.C(=O)([O-])[O-].[K+].[K+], predict the reaction product. The product is: [C:1]([C:5]1[CH:6]=[C:7]([NH:11][C:12](=[O:20])[C:13]2[CH:18]=[CH:17][CH:16]=[N:15][C:14]=2[C:26]2[CH:25]=[CH:24][CH:23]=[C:22]([F:21])[CH:27]=2)[CH:8]=[CH:9][CH:10]=1)([CH3:4])([CH3:3])[CH3:2]. (8) Given the reactants [CH:1]([C:3]1[CH:8]=[C:7]([C:9]([O:11][CH2:12][CH3:13])=[O:10])[CH:6]=[CH:5][N:4]=1)=[O:2].[NH2:14][CH2:15][CH2:16][CH2:17][CH2:18][OH:19], predict the reaction product. The product is: [OH:19][CH2:18][CH2:17][CH2:16][CH2:15][NH:14][C:1]([C:3]1[CH:8]=[C:7]([C:9]([O:11][CH2:12][CH3:13])=[O:10])[CH:6]=[CH:5][N:4]=1)=[O:2].